Dataset: Full USPTO retrosynthesis dataset with 1.9M reactions from patents (1976-2016). Task: Predict the reactants needed to synthesize the given product. Given the product [Br:1][C:2]1[C:3]([O:13][CH3:14])=[C:4]([C:9]([CH2:12][Br:27])=[CH:10][CH:11]=1)[C:5]([O:7][CH3:8])=[O:6], predict the reactants needed to synthesize it. The reactants are: [Br:1][C:2]1[C:3]([O:13][CH3:14])=[C:4]([C:9]([CH3:12])=[CH:10][CH:11]=1)[C:5]([O:7][CH3:8])=[O:6].CC(N=NC(C#N)(C)C)(C#N)C.[Br:27]N1C(C)(C)C(=O)N(Br)C1=O.C(Br)C1C=CC=CC=1.